This data is from Peptide-MHC class I binding affinity with 185,985 pairs from IEDB/IMGT. The task is: Regression. Given a peptide amino acid sequence and an MHC pseudo amino acid sequence, predict their binding affinity value. This is MHC class I binding data. The peptide sequence is VLLFLAFVV. The MHC is HLA-A02:03 with pseudo-sequence HLA-A02:03. The binding affinity (normalized) is 0.390.